Regression/Classification. Given a drug SMILES string, predict its absorption, distribution, metabolism, or excretion properties. Task type varies by dataset: regression for continuous measurements (e.g., permeability, clearance, half-life) or binary classification for categorical outcomes (e.g., BBB penetration, CYP inhibition). For this dataset (lipophilicity_astrazeneca), we predict Y. From a dataset of Experimental lipophilicity measurements (octanol/water distribution) for 4,200 compounds from AstraZeneca. (1) The compound is CCOC(=O)[C@H](Cc1ccc([N+](=O)[O-])cc1)NC(=O)c1ccccc1. The Y is 2.79 logD. (2) The molecule is NNCCc1ccccc1. The Y is -0.0100 logD. (3) The drug is O=C(O)c1ccccc1Nc1cccc(C(F)(F)F)c1. The Y is 2.01 logD. (4) The drug is CCC(CC)NC(=O)c1cnn(Cc2ccccc2)c1NS(=O)(=O)c1ccc(C)cc1. The Y is 1.52 logD. (5) The drug is CC(C)C[C@H](N[C@@H](c1ccc(-c2ccc(S(C)(=O)=O)cc2)cc1)C(F)(F)F)C(=O)NCC#N. The Y is 3.24 logD. (6) The molecule is CO[C@H]1CN(CCn2c(=O)ccc3ccc(C#N)cc32)CC[C@H]1NCc1cc2c(cn1)OCCO2. The Y is 0.630 logD. (7) The compound is COc1ccc(C(C)NC(=O)C2(N)CCN(c3ncnc4[nH]ccc34)CC2)cc1OC. The Y is 1.80 logD.